From a dataset of Reaction yield outcomes from USPTO patents with 853,638 reactions. Predict the reaction yield, written as a fraction of the theoretical maximum amount of product (1.0 means a 100% yield; for example, 0.34 means a 34% yield). (1) The reactants are [CH2:1]([O:8][C:9](=[O:22])[NH:10][CH2:11][CH2:12][CH2:13][CH2:14][C:15]1[CH:20]=[CH:19][C:18]([OH:21])=[CH:17][CH:16]=1)[C:2]1[CH:7]=[CH:6][CH:5]=[CH:4][CH:3]=1.Br[CH2:24][CH2:25][CH2:26][C:27]#[N:28].C(=O)([O-])[O-].[K+].[K+]. The catalyst is CN(C=O)C. The product is [CH2:1]([O:8][C:9](=[O:22])[NH:10][CH2:11][CH2:12][CH2:13][CH2:14][C:15]1[CH:20]=[CH:19][C:18]([O:21][CH2:24][CH2:25][CH2:26][C:27]#[N:28])=[CH:17][CH:16]=1)[C:2]1[CH:7]=[CH:6][CH:5]=[CH:4][CH:3]=1. The yield is 0.750. (2) The product is [CH3:1][S:2]([O:15][CH2:14][C:12]1[CH:11]=[C:10]([C:16]2[CH:21]=[N:20][C:19]([C:22]([F:23])([F:24])[F:25])=[N:18][CH:17]=2)[N:9]=[C:8]([C:7]([F:26])([F:6])[F:27])[CH:13]=1)(=[O:4])=[O:3]. The catalyst is ClCCl. The yield is 0.820. The reactants are [CH3:1][S:2](Cl)(=[O:4])=[O:3].[F:6][C:7]([F:27])([F:26])[C:8]1[CH:13]=[C:12]([CH2:14][OH:15])[CH:11]=[C:10]([C:16]2[CH:17]=[N:18][C:19]([C:22]([F:25])([F:24])[F:23])=[N:20][CH:21]=2)[N:9]=1. (3) The reactants are [N:1]1[CH:6]=[CH:5][CH:4]=[C:3]([NH:7][C:8](=[O:15])OCC(Cl)(Cl)Cl)[CH:2]=1.[C:16]1([C:22]2[CH:23]=[CH:24][C:25]([N:28]3[CH2:33][CH2:32][NH:31][CH2:30][CH2:29]3)=[N:26][CH:27]=2)[CH:21]=[CH:20][CH:19]=[CH:18][CH:17]=1.C(N(C(C)C)CC)(C)C.CS(C)=O. The catalyst is O. The product is [C:16]1([C:22]2[CH:23]=[CH:24][C:25]([N:28]3[CH2:33][CH2:32][N:31]([C:8]([NH:7][C:3]4[CH:2]=[N:1][CH:6]=[CH:5][CH:4]=4)=[O:15])[CH2:30][CH2:29]3)=[N:26][CH:27]=2)[CH:17]=[CH:18][CH:19]=[CH:20][CH:21]=1. The yield is 0.470. (4) The reactants are [Cl:1][C:2]1[CH:9]=[CH:8][C:5]([C:6]#[N:7])=[C:4]([O:10][C:11]2[CH:16]=[CH:15][C:14]([CH:17]=O)=[CH:13][C:12]=2[O:19][CH2:20][CH3:21])[CH:3]=1.CN.[C:24]([BH3-])#[N:25].[Na+].[C:28]([OH:35])(=[O:34])/[CH:29]=[CH:30]/[C:31]([OH:33])=[O:32]. The yield is 0.740. The catalyst is C(O)(=O)C.CO. The product is [C:28]([OH:35])(=[O:34])/[CH:29]=[CH:30]/[C:31]([OH:33])=[O:32].[Cl:1][C:2]1[CH:9]=[CH:8][C:5]([C:6]#[N:7])=[C:4]([O:10][C:11]2[CH:16]=[CH:15][C:14]([CH2:17][NH:25][CH3:24])=[CH:13][C:12]=2[O:19][CH2:20][CH3:21])[CH:3]=1.